From a dataset of Full USPTO retrosynthesis dataset with 1.9M reactions from patents (1976-2016). Predict the reactants needed to synthesize the given product. (1) Given the product [CH2:8]([C:2]1[C:3]([C:4]([O:6][CH3:7])=[O:5])=[CH:10][N:27]([C:24]2[CH:25]=[CH:26][C:21]([O:20][CH3:19])=[CH:22][CH:23]=2)[N:28]=1)[CH3:9], predict the reactants needed to synthesize it. The reactants are: O=[C:2]([CH2:8][CH3:9])[CH2:3][C:4]([O:6][CH3:7])=[O:5].[CH3:10]OC(OC)N(C)C.O.[CH3:19][O:20][C:21]1[CH:26]=[CH:25][C:24]([NH:27][NH2:28])=[CH:23][CH:22]=1. (2) Given the product [CH:3](=[O:2])/[CH:4]=[CH:5]/[CH:6]=[CH:7][CH2:8]/[CH:9]=[CH:10]\[CH2:11][CH3:12], predict the reactants needed to synthesize it. The reactants are: C[O:2][CH:3](OC)/[CH:4]=[CH:5]/[CH:6]=[CH:7][CH2:8]/[CH:9]=[CH:10]\[CH2:11][CH3:12].O. (3) The reactants are: C(S([C:8]1[N:13]=[C:12]([N:14]2[C:22]3[C:17](=[CH:18][CH:19]=[CH:20][CH:21]=3)[C:16]([C:23]([NH2:25])=[O:24])=[CH:15]2)[CH:11]=[CH:10][N:9]=1)(=O)=O)CCC.[CH2:26]([O:28][C:29]([CH:31]1[CH2:36][CH2:35][CH:34]([NH2:37])[CH2:33][CH2:32]1)=[O:30])[CH3:27]. Given the product [CH2:26]([O:28][C:29]([CH:31]1[CH2:36][CH2:35][CH:34]([NH:37][C:8]2[N:13]=[C:12]([N:14]3[C:22]4[C:17](=[CH:18][CH:19]=[CH:20][CH:21]=4)[C:16]([C:23](=[O:24])[NH2:25])=[CH:15]3)[CH:11]=[CH:10][N:9]=2)[CH2:33][CH2:32]1)=[O:30])[CH3:27], predict the reactants needed to synthesize it.